From a dataset of Peptide-MHC class II binding affinity with 134,281 pairs from IEDB. Regression. Given a peptide amino acid sequence and an MHC pseudo amino acid sequence, predict their binding affinity value. This is MHC class II binding data. (1) The peptide sequence is MSLLTEVETYVLSII. The MHC is DRB1_0901 with pseudo-sequence DRB1_0901. The binding affinity (normalized) is 0.344. (2) The peptide sequence is LKDEAYFAANAAAQA. The MHC is HLA-DQA10101-DQB10501 with pseudo-sequence HLA-DQA10101-DQB10501. The binding affinity (normalized) is 0.437. (3) The peptide sequence is TWQGGSGMASHIIYE. The MHC is HLA-DPA10103-DPB10401 with pseudo-sequence HLA-DPA10103-DPB10401. The binding affinity (normalized) is 0.279. (4) The peptide sequence is VIRDLAAMDGGGFYA. The MHC is DRB4_0103 with pseudo-sequence DRB4_0103. The binding affinity (normalized) is 0.232. (5) The peptide sequence is AFKVAATAANAKPAN. The MHC is DRB1_0401 with pseudo-sequence DRB1_0401. The binding affinity (normalized) is 0.184.